Dataset: Reaction yield outcomes from USPTO patents with 853,638 reactions. Task: Predict the reaction yield, written as a fraction of the theoretical maximum amount of product (1.0 means a 100% yield; for example, 0.34 means a 34% yield). (1) The reactants are F[B-](F)(F)F.C[O+:7]([CH3:9])[CH3:8].CN(C1C2C(N(C)C)=CC=CC=2C=CC=1)C.[C:26]([O:32][CH2:33][C@@H:34]([NH:48][C:49]([O:51][C:52]([CH3:55])([CH3:54])[CH3:53])=[O:50])[C@H:35]([C:38]1[CH:43]=[CH:42][C:41]([C:44]([F:47])([F:46])[F:45])=[CH:40][CH:39]=1)CO)(=[O:31])[C:27]([CH3:30])([CH3:29])[CH3:28]. The catalyst is C(Cl)Cl. The product is [C:26]([O:32][CH2:33][C@@H:34]([NH:48][C:49]([O:51][C:52]([CH3:55])([CH3:54])[CH3:53])=[O:50])[C@H:35]([C:38]1[CH:39]=[CH:40][C:41]([C:44]([F:47])([F:46])[F:45])=[CH:42][CH:43]=1)[CH2:8][O:7][CH3:9])(=[O:31])[C:27]([CH3:29])([CH3:30])[CH3:28]. The yield is 0.600. (2) The reactants are C([O:5][C:6]([C:8]1[C:13]([O:14][CH2:15][C:16]2[CH:21]=[CH:20][CH:19]=[CH:18][CH:17]=2)=[C:12]([OH:22])[N:11]=[C:10]([CH2:23][C:24]2([C:29]3[C:38]4[C:33](=[CH:34][CH:35]=[CH:36][CH:37]=4)[CH:32]=[CH:31][CH:30]=3)[CH2:28][CH2:27][CH2:26][CH2:25]2)[N:9]=1)=[O:7])(C)(C)C.O[Li].O. The catalyst is O1CCCC1.O. The product is [CH2:15]([O:14][C:13]1[C:8]([C:6]([OH:7])=[O:5])=[N:9][C:10]([CH2:23][C:24]2([C:29]3[C:38]4[C:33](=[CH:34][CH:35]=[CH:36][CH:37]=4)[CH:32]=[CH:31][CH:30]=3)[CH2:28][CH2:27][CH2:26][CH2:25]2)=[N:11][C:12]=1[OH:22])[C:16]1[CH:21]=[CH:20][CH:19]=[CH:18][CH:17]=1. The yield is 0.760. (3) The reactants are [NH2:1][C:2]1[CH:7]=[CH:6][C:5]([CH:8]([CH3:13])[C:9]([O:11][CH3:12])=[O:10])=[CH:4][CH:3]=1.[Cl:14][CH2:15][CH2:16][N:17]=[C:18]=[O:19]. The catalyst is ClCCl. The product is [Cl:14][CH2:15][CH2:16][NH:17][C:18]([NH:1][C:2]1[CH:3]=[CH:4][C:5]([CH:8]([CH3:13])[C:9]([O:11][CH3:12])=[O:10])=[CH:6][CH:7]=1)=[O:19]. The yield is 0.900. (4) The reactants are C([Sn](CCCC)(CCCC)C1[N:7]=[CH:8][N:9]([C:11]2[CH:16]=[C:15]([C:17]([F:20])([F:19])[F:18])[CH:14]=[C:13]([C:21]3[CH:26]=[CH:25][C:24]([C:27]([F:30])([F:29])[F:28])=[CH:23][CH:22]=3)[N:12]=2)[CH:10]=1)CCC.BrC1C=C([CH2:46][S:47](CC2C=CC=C(Br)C=2)(=[O:49])=[O:48])C=CC=1.CCCCCCC.[C:65]1([CH3:71])[CH:70]=[CH:69][CH:68]=[CH:67][CH:66]=1. No catalyst specified. The product is [CH3:46][S:47]([C:67]1[CH:66]=[C:65]([C:71]2[N:7]=[CH:8][N:9]([C:11]3[CH:16]=[C:15]([C:17]([F:20])([F:19])[F:18])[CH:14]=[C:13]([C:21]4[CH:26]=[CH:25][C:24]([C:27]([F:30])([F:29])[F:28])=[CH:23][CH:22]=4)[N:12]=3)[CH:10]=2)[CH:70]=[CH:69][CH:68]=1)(=[O:49])=[O:48]. The yield is 0.290. (5) The reactants are [F:1][C:2]1[CH:3]=[CH:4][C:5]([CH3:12])=[C:6]([NH:8]C(=O)C)[CH:7]=1.[N+:13]([O-])([OH:15])=[O:14]. The catalyst is OS(O)(=O)=O. The product is [F:1][C:2]1[C:3]([N+:13]([O-:15])=[O:14])=[CH:4][C:5]([CH3:12])=[C:6]([CH:7]=1)[NH2:8]. The yield is 0.550. (6) The yield is 0.920. The product is [Cl:1][C:2]1[N:3]=[CH:4][CH:5]=[C:6]2[CH:10]=[CH:9][N:8]([CH3:13])[C:7]=12. The reactants are [Cl:1][C:2]1[N:3]=[CH:4][CH:5]=[C:6]2[CH:10]=[CH:9][NH:8][C:7]=12.[H-].[Na+].[C:13](O)(=O)C. The catalyst is CN(C=O)C. (7) The reactants are [S:1]1[C:5]([CH:6]=O)=[CH:4][N:3]=[CH:2]1.[N:8]([CH2:11][C:12]([O:14][CH2:15][CH3:16])=[O:13])=[N+:9]=[N-:10].[Na]. The catalyst is C(O)C. The product is [N:8](/[C:11](=[CH:6]\[C:5]1[S:1][CH:2]=[N:3][CH:4]=1)/[C:12]([O:14][CH2:15][CH3:16])=[O:13])=[N+:9]=[N-:10]. The yield is 0.230.